Dataset: Catalyst prediction with 721,799 reactions and 888 catalyst types from USPTO. Task: Predict which catalyst facilitates the given reaction. (1) Reactant: [CH3:1][C:2]1[S:6][C:5]2[NH:7][C:8]3[CH:9]=[CH:10][CH:11]=[CH:12][C:13]=3[N:14]=[C:15]([N:16]3[CH2:21][CH2:20][N:19]([CH3:22])[CH2:18][CH2:17]3)[C:4]=2[CH:3]=1.[ClH:23]. Product: [ClH:23].[ClH:23].[CH3:1][C:2]1[S:6][C:5]2[NH:7][C:8]3[CH:9]=[CH:10][CH:11]=[CH:12][C:13]=3[N:14]=[C:15]([N:16]3[CH2:21][CH2:20][N:19]([CH3:22])[CH2:18][CH2:17]3)[C:4]=2[CH:3]=1. The catalyst class is: 880. (2) Reactant: CC(OC(/N=N/C(OC(C)C)=O)=O)C.[CH:15]1([C:18]2[N:23]=[CH:22][C:21]([C:24]3[N:29]=[CH:28][N:27]=[C:26]([CH2:30]O)[CH:25]=3)=[CH:20][CH:19]=2)[CH2:17][CH2:16]1.[C:32]1(=[O:42])[C:40]2[C:35](=[CH:36][CH:37]=[CH:38][CH:39]=2)[C:34](=[O:41])[NH:33]1.C1C=CC(P(C2C=CC=CC=2)C2C=CC=CC=2)=CC=1. Product: [CH:15]1([C:18]2[N:23]=[CH:22][C:21]([C:24]3[N:29]=[CH:28][N:27]=[C:26]([CH2:30][N:33]4[C:34](=[O:41])[C:35]5[C:40](=[CH:39][CH:38]=[CH:37][CH:36]=5)[C:32]4=[O:42])[CH:25]=3)=[CH:20][CH:19]=2)[CH2:16][CH2:17]1. The catalyst class is: 1. (3) The catalyst class is: 13. Reactant: [CH3:1][C:2]1[CH:3]=[C:4]([N:11]=[C:12]=[O:13])[CH:5]=[CH:6][C:7]=1[N+:8]([O-:10])=[O:9].[CH3:14][C:15]1[CH:21]=[CH:20][CH:19]=[CH:18][C:16]=1[NH2:17]. Product: [CH3:1][C:2]1[CH:3]=[C:4]([NH:11][C:12]([NH:17][C:16]2[CH:18]=[CH:19][CH:20]=[CH:21][C:15]=2[CH3:14])=[O:13])[CH:5]=[CH:6][C:7]=1[N+:8]([O-:10])=[O:9]. (4) The catalyst class is: 343. Product: [Cl:1][C:2]1[CH:7]=[CH:6][CH:5]=[CH:4][C:3]=1[C:8]1[C:9]([CH:21]=[O:22])=[CH:10][N:11]([C:13]2[C:18]([CH3:19])=[CH:17][N:16]=[C:15]([F:20])[CH:14]=2)[CH:12]=1. Reactant: [Cl:1][C:2]1[CH:7]=[CH:6][CH:5]=[CH:4][C:3]=1[C:8]1[C:9]([CH2:21][OH:22])=[CH:10][N:11]([C:13]2[C:18]([CH3:19])=[CH:17][N:16]=[C:15]([F:20])[CH:14]=2)[CH:12]=1.C1C=C[NH+]=CC=1.[O-][Cr](Cl)(=O)=O. (5) Reactant: [Cl:1][C:2]1[S:3][C:4]2[CH:10]=[C:9]([O:11][CH3:12])[CH:8]=[CH:7][C:5]=2[N:6]=1.[Br:13]N1C(=O)CCC1=O. Product: [Br:13][C:10]1[C:4]2[S:3][C:2]([Cl:1])=[N:6][C:5]=2[CH:7]=[CH:8][C:9]=1[O:11][CH3:12]. The catalyst class is: 179. (6) Reactant: [Cl:1][C:2]1[S:6][C:5]([S:7]([N:10](S(C2SC(Cl)=CC=2)(=O)=O)[C:11]2[C:19]3[C:14](=[CH:15][CH:16]=[CH:17][C:18]=3[O:20][CH3:21])[N:13]([CH2:22][C:23]3[CH:28]=[CH:27][CH:26]=[C:25]([O:29][CH2:30][CH2:31][N:32]([CH3:34])[CH3:33])[CH:24]=3)[N:12]=2)(=[O:9])=[O:8])=[CH:4][CH:3]=1.[OH-].[Na+]. Product: [Cl:1][C:2]1[S:6][C:5]([S:7]([NH:10][C:11]2[C:19]3[C:14](=[CH:15][CH:16]=[CH:17][C:18]=3[O:20][CH3:21])[N:13]([CH2:22][C:23]3[CH:28]=[CH:27][CH:26]=[C:25]([O:29][CH2:30][CH2:31][N:32]([CH3:33])[CH3:34])[CH:24]=3)[N:12]=2)(=[O:8])=[O:9])=[CH:4][CH:3]=1. The catalyst class is: 5. (7) Reactant: [Cl:1][C:2]1[CH:7]=[CH:6][CH:5]=[C:4]([Cl:8])[C:3]=1[CH:9]1[C:14]([C:15]([O:17][CH3:18])=[O:16])=[C:13]([CH2:19][CH2:20][C:21]2[S:22][CH:23]=[CH:24][N:25]=2)[NH:12][C:11]([CH2:26][C:27](O)=[O:28])=[C:10]1[C:30]([O:32][CH3:33])=[O:31].[CH3:34][CH:35]1[CH:40]2[CH2:41][CH2:42][CH:36]1[CH2:37][CH:38]([N:43]1[CH2:48][CH2:47][NH:46][CH2:45][CH2:44]1)[CH2:39]2.O. Product: [Cl:1][C:2]1[CH:7]=[CH:6][CH:5]=[C:4]([Cl:8])[C:3]=1[CH:9]1[C:14]([C:15]([O:17][CH3:18])=[O:16])=[C:13]([CH2:19][CH2:20][C:21]2[S:22][CH:23]=[CH:24][N:25]=2)[NH:12][C:11]([CH2:26][C:27]([N:46]2[CH2:45][CH2:44][N:43]([CH:38]3[CH2:39][CH:40]4[CH:35]([CH3:34])[CH:36]([CH2:42][CH2:41]4)[CH2:37]3)[CH2:48][CH2:47]2)=[O:28])=[C:10]1[C:30]([O:32][CH3:33])=[O:31]. The catalyst class is: 2.